Dataset: Reaction yield outcomes from USPTO patents with 853,638 reactions. Task: Predict the reaction yield, written as a fraction of the theoretical maximum amount of product (1.0 means a 100% yield; for example, 0.34 means a 34% yield). (1) The reactants are [Cl:1][C:2]1[CH:3]=[C:4]([CH2:10][NH:11][C:12]2[C:21]3[C:16](=[CH:17][CH:18]=[C:19]([C:22]#[N:23])[CH:20]=3)[N:15]=[CH:14][C:13]=2C(O)=O)[CH:5]=[CH:6][C:7]=1[O:8][CH3:9].C1(OC2C=CC=CC=2)C=CC=CC=1. The catalyst is CCCCCC. The product is [Cl:1][C:2]1[CH:3]=[C:4]([CH2:10][NH:11][C:12]2[C:21]3[C:16](=[CH:17][CH:18]=[C:19]([C:22]#[N:23])[CH:20]=3)[N:15]=[CH:14][CH:13]=2)[CH:5]=[CH:6][C:7]=1[O:8][CH3:9]. The yield is 0.750. (2) The reactants are [OH:1][C:2]1[CH:3]=[C:4]2[C:9](=[CH:10][CH:11]=1)[CH:8]=[C:7]([CH:12]=[O:13])[CH:6]=[CH:5]2.CC1C=CC(S([O-])(=O)=O)=CC=1.C1C=C[NH+]=CC=1.[CH:31]([O:33][CH2:34][CH3:35])=[CH2:32]. The catalyst is C(OCC)=C.C(OCC)(=O)C. The product is [CH2:31]([O:33][CH:34]([O:1][C:2]1[CH:3]=[C:4]2[C:9](=[CH:10][CH:11]=1)[CH:8]=[C:7]([CH:12]=[O:13])[CH:6]=[CH:5]2)[CH3:35])[CH3:32]. The yield is 0.730. (3) The yield is 0.730. The catalyst is C(Cl)Cl. The product is [Br:1][C:2]1[CH:3]=[C:4]([CH:29]=[CH:30][CH:31]=1)[CH2:5][C:6]1[O:7][C:8]([CH3:28])=[C:9]([CH3:27])[C:10]=1[C:11]([C:13]1[CH:14]=[C:15]([CH:24]([CH3:26])[CH3:25])[C:16]([OH:22])=[C:17]([CH:19]([CH3:20])[CH3:21])[CH:18]=1)=[O:12]. The reactants are [Br:1][C:2]1[CH:3]=[C:4]([CH:29]=[CH:30][CH:31]=1)[CH2:5][C:6]1[O:7][C:8]([CH3:28])=[C:9]([CH3:27])[C:10]=1[C:11]([C:13]1[CH:18]=[C:17]([CH:19]([CH3:21])[CH3:20])[C:16]([O:22]C)=[C:15]([CH:24]([CH3:26])[CH3:25])[CH:14]=1)=[O:12].B(Br)(Br)Br.C(Cl)Cl. (4) The reactants are [N:1]12[CH2:9][CH:5]([CH2:6][CH2:7][CH2:8]1)[C:4](=[O:10])[CH2:3][CH2:2]2.N1C2C(=CC(C3C=NC(O[C@@H]4[C@H]5CN(CCC5)CC4)=NC=3)=CC=2)C=C1.[BH4-].[Na+].O. The product is [N:1]12[CH2:9][CH:5]([CH2:6][CH2:7][CH2:8]1)[CH:4]([OH:10])[CH2:3][CH2:2]2. The catalyst is CO. The yield is 0.910. (5) The reactants are [OH-].[K+].[NH:3]1[CH:7]=[N:6][CH:5]=[N:4]1.[Br:8][C:9]1[CH:14]=[CH:13][C:12]([CH2:15]Br)=[CH:11][CH:10]=1. The catalyst is CN(C=O)C. The product is [Br:8][C:9]1[CH:14]=[CH:13][C:12]([CH2:15][N:3]2[CH:7]=[N:6][CH:5]=[N:4]2)=[CH:11][CH:10]=1. The yield is 0.620.